Predict which catalyst facilitates the given reaction. From a dataset of Catalyst prediction with 721,799 reactions and 888 catalyst types from USPTO. Product: [Br:1][C:2]1[CH:3]=[C:4]([CH:27]=[C:28]([Cl:30])[CH:29]=1)[O:5][C:6]1[C:7]2[N:8]([C:15]([CH2:16][C:17]3[C:25]4[C:20](=[N:21][CH:22]=[CH:23][CH:24]=4)[NH:19][N:18]=3)=[N:14][CH:13]=2)[CH:9]=[CH:10][C:11]=1[CH3:12]. Reactant: [Br:1][C:2]1[CH:3]=[C:4]([CH:27]=[C:28]([Cl:30])[CH:29]=1)[O:5][C:6]1[C:7]([CH2:13][NH:14][C:15](=O)[CH2:16][C:17]2[C:25]3[C:20](=[N:21][CH:22]=[CH:23][CH:24]=3)[NH:19][N:18]=2)=[N:8][CH:9]=[CH:10][C:11]=1[CH3:12].P(Cl)(Cl)(Cl)=O. The catalyst class is: 11.